This data is from Forward reaction prediction with 1.9M reactions from USPTO patents (1976-2016). The task is: Predict the product of the given reaction. (1) Given the reactants [CH2:1]([NH2:8])[C:2]1[CH:7]=[CH:6][CH:5]=[CH:4][CH:3]=1.C(=O)([O-])[O-].[K+].[K+].F[C:16]1[CH:21]=[CH:20][C:19]([C:22]2[CH:31]=[C:30]3[C:25]([N:26]=[CH:27][C:28]([N:32]4[CH2:37][CH2:36][O:35][CH2:34][CH2:33]4)=[N:29]3)=[CH:24][CH:23]=2)=[CH:18][C:17]=1[N+:38]([O-:40])=[O:39], predict the reaction product. The product is: [CH2:1]([NH:8][C:16]1[CH:21]=[CH:20][C:19]([C:22]2[CH:31]=[C:30]3[C:25](=[CH:24][CH:23]=2)[N:26]=[CH:27][C:28]([N:32]2[CH2:37][CH2:36][O:35][CH2:34][CH2:33]2)=[N:29]3)=[CH:18][C:17]=1[N+:38]([O-:40])=[O:39])[C:2]1[CH:7]=[CH:6][CH:5]=[CH:4][CH:3]=1. (2) Given the reactants [Cl:1][C:2]1[CH:10]=[CH:9][CH:8]=[CH:7][C:3]=1[C:4]([NH2:6])=[O:5].[C:11](Cl)(=[O:15])C(Cl)=O.[NH2:17][C:18]1[S:19][C:20]2[CH:26]=[C:25]([S:27]([CH:30]3[CH2:34][CH2:33][N:32](C(OC(C)(C)C)=O)[CH2:31]3)(=[O:29])=[O:28])[CH:24]=[CH:23][C:21]=2[N:22]=1.CO, predict the reaction product. The product is: [Cl:1][C:2]1[CH:10]=[CH:9][CH:8]=[CH:7][C:3]=1[C:4]([NH:6][C:11](=[O:15])[NH:17][C:18]1[S:19][C:20]2[CH:26]=[C:25]([S:27]([CH:30]3[CH2:34][CH2:33][NH:32][CH2:31]3)(=[O:29])=[O:28])[CH:24]=[CH:23][C:21]=2[N:22]=1)=[O:5].